This data is from Forward reaction prediction with 1.9M reactions from USPTO patents (1976-2016). The task is: Predict the product of the given reaction. (1) Given the reactants [NH2:1][CH2:2][C:3]1[CH:8]=[C:7]([C:9]([O:11][CH3:12])=[O:10])[CH:6]=[C:5]([CH3:13])[N:4]=1.[F:14][C:15]1[CH:20]=[CH:19][C:18]([CH2:21][N:22]2[C:26]([C:27]([CH3:29])=[CH2:28])=[CH:25][N:24]=[C:23]2[CH:30]=O)=[CH:17][CH:16]=1, predict the reaction product. The product is: [F:14][C:15]1[CH:16]=[CH:17][C:18]([CH2:21][N:22]2[C:26]([C:27]([CH3:29])=[CH2:28])=[CH:25][N:24]=[C:23]2[CH2:30][NH:1][CH2:2][C:3]2[N:4]=[C:5]([CH3:13])[CH:6]=[C:7]([C:9]([O:11][CH3:12])=[O:10])[CH:8]=2)=[CH:19][CH:20]=1. (2) Given the reactants [N:1]([CH2:4][CH2:5][CH:6]([OH:14])[C:7]([F:13])([F:12])[C:8]([F:11])([F:10])[F:9])=[N+:2]=[N-:3].Cl[C:16]1[N:23]=[C:22]([C:24]([F:27])([F:26])[F:25])[CH:21]=[CH:20][C:17]=1[C:18]#[N:19].C(=O)([O-])[O-].[Cs+].[Cs+].O, predict the reaction product. The product is: [N:1]([CH2:4][CH2:5][CH:6]([O:14][C:16]1[N:23]=[C:22]([C:24]([F:27])([F:25])[F:26])[CH:21]=[CH:20][C:17]=1[C:18]#[N:19])[C:7]([F:12])([F:13])[C:8]([F:10])([F:11])[F:9])=[N+:2]=[N-:3]. (3) Given the reactants Br.Br[CH:3]([C:14]1[CH:19]=[CH:18][N:17]=[C:16]([NH:20]C(OC(C)(C)C)=O)[CH:15]=1)[C:4]([C:6]1[CH:11]=[CH:10][C:9]([O:12][CH3:13])=[CH:8][CH:7]=1)=O.C(OC(NC1C=C(CC(C2C=CC(OC)=CC=2)=O)C=CN=1)=O)(C)(C)C.[NH2:53][C:54]([NH2:56])=[S:55].C(N(CC)CC)C, predict the reaction product. The product is: [NH2:20][C:16]1[CH:15]=[C:14]([C:3]2[S:55][C:54]([NH2:56])=[N:53][C:4]=2[C:6]2[CH:7]=[CH:8][C:9]([O:12][CH3:13])=[CH:10][CH:11]=2)[CH:19]=[CH:18][N:17]=1. (4) Given the reactants [CH2:1]([N:4]1[C:12]([C:13]2[CH:18]=[CH:17][C:16]([O:19]C)=[CH:15][C:14]=2[CH3:21])=[C:11]2[C:6]([C:7]([C:22]([F:25])([F:24])[F:23])=[CH:8][CH:9]=[CH:10]2)=[N:5]1)[CH:2]=[CH2:3].B(Br)(Br)Br.C1CCCCC=1, predict the reaction product. The product is: [CH2:1]([N:4]1[C:12]([C:13]2[CH:18]=[CH:17][C:16]([OH:19])=[CH:15][C:14]=2[CH3:21])=[C:11]2[C:6]([C:7]([C:22]([F:25])([F:24])[F:23])=[CH:8][CH:9]=[CH:10]2)=[N:5]1)[CH:2]=[CH2:3].